From a dataset of Forward reaction prediction with 1.9M reactions from USPTO patents (1976-2016). Predict the product of the given reaction. Given the reactants [CH2:1]([O:3][C:4]1[CH:9]=[CH:8][CH:7]=[CH:6][C:5]=1[O:10][CH2:11][CH3:12])[CH3:2].[Br-:13].[NH4+].OOS([O-])=O.[K+], predict the reaction product. The product is: [Br:13][C:8]1[CH:7]=[CH:6][C:5]([O:10][CH2:11][CH3:12])=[C:4]([O:3][CH2:1][CH3:2])[CH:9]=1.